From a dataset of Experimentally validated miRNA-target interactions with 360,000+ pairs, plus equal number of negative samples. Binary Classification. Given a miRNA mature sequence and a target amino acid sequence, predict their likelihood of interaction. (1) The miRNA is mmu-miR-409-3p with sequence GAAUGUUGCUCGGUGAACCCCU. The protein sequence of the target gene is MSLVEAISLWNEGVLAADKKDWKGALDAFSAVQDPHSRICFNIGCMYTILKNMTEAEKAFTRSINRDKHLAVAYFQRGMLYYQTEKYDLAIKDLKEALIQLRGNQLIDYKILGLQFKLFACEVLYNIAFMYAKKEEWKKAEEQLALATSMKSEPRHSKIDKAMECVWKQKLYEPVVIPVGKLFRPNERQVAQLAKKDYLGKATVVASVVDQDSFSGFAPLQPQAAEPPPRPKTPEIFRALEGEAHRVLFGFVPETKEELQVMPGNIVFVLKKGNDNWATVMFNGQKGLVPCNYLEPVELR.... Result: 0 (no interaction). (2) The miRNA is hsa-miR-548ab with sequence AAAAGUAAUUGUGGAUUUUGCU. The protein sequence of the target gene is MANGGGGGGGSSGGGGGGGGSSLRMSSNIHANHLSLDASSSSSSSSSSSSSSSSSSSSSSVHEPKMDALIIPVTMEVPCDSRGQRMWWAFLASSMVTFFGGLFIILLWRTLKYLWTVCCHCGGKTKEAQKINNGSSQADGTLKPVDEKEEAVAAEVGWMTSVKDWAGVMISAQTLTGRVLVVLVFALSIGALVIYFIDSSNPIESCQNFYKDFTLQIDMAFNVFFLLYFGLRFIAANDKLWFWLEVNSVVDFFTVPPVFVSVYLNRSWLGLRFLRALRLIQFSEILQFLNILKTSNSIKL.... Result: 0 (no interaction).